This data is from Full USPTO retrosynthesis dataset with 1.9M reactions from patents (1976-2016). The task is: Predict the reactants needed to synthesize the given product. (1) Given the product [F:53][C:54]1[CH:55]=[C:56]([NH:57][C:20](=[O:21])[CH2:19][N:11]2[C:12]3([CH2:18][CH2:17][CH2:16][CH2:15][CH2:14]3)[N:13]=[C:9]([C:6]3[CH:7]=[CH:8][C:3]([O:2][CH3:1])=[CH:4][CH:5]=3)[C:10]2=[O:23])[CH:58]=[C:59]([F:61])[CH:60]=1, predict the reactants needed to synthesize it. The reactants are: [CH3:1][O:2][C:3]1[CH:8]=[CH:7][C:6]([C:9]2[C:10](=[O:23])[N:11]([CH2:19][C:20](Cl)=[O:21])[C:12]3([CH2:18][CH2:17][CH2:16][CH2:15][CH2:14]3)[N:13]=2)=[CH:5][CH:4]=1.COC1C=CC(C2C(=O)N(CC(O)=O)C3(CCCCC3)N=2)=CC=1.C(Cl)(=O)C(Cl)=O.[F:53][C:54]1[CH:55]=[C:56]([CH:58]=[C:59]([F:61])[CH:60]=1)[NH2:57].C(N(CC)CC)C. (2) Given the product [C:1]1([NH:7][C:8](=[O:28])[C:9]([OH:27])([C:23]([F:25])([F:26])[F:24])[CH2:10][C:11]([C:14]2[CH:19]=[C:18]([F:20])[CH:17]=[CH:16][C:15]=2[OH:21])([CH3:13])[CH3:12])[CH:2]=[CH:3][CH:4]=[CH:5][CH:6]=1, predict the reactants needed to synthesize it. The reactants are: [C:1]1([NH:7][C:8](=[O:28])[C:9]([OH:27])([C:23]([F:26])([F:25])[F:24])[CH2:10][C:11]([C:14]2[CH:19]=[C:18]([F:20])[CH:17]=[CH:16][C:15]=2[O:21]C)([CH3:13])[CH3:12])[CH:6]=[CH:5][CH:4]=[CH:3][CH:2]=1.B(Br)(Br)Br.